This data is from Reaction yield outcomes from USPTO patents with 853,638 reactions. The task is: Predict the reaction yield, written as a fraction of the theoretical maximum amount of product (1.0 means a 100% yield; for example, 0.34 means a 34% yield). (1) The reactants are [CH:1]([O:3][CH2:4][CH3:5])=[CH2:2].[C:6]([CH:10]1[CH:15]([OH:16])[CH2:14][CH2:13][C:12]([CH3:18])([CH3:17])[CH2:11]1)([O:8][CH3:9])=[O:7]. The catalyst is CCOCC. The product is [C:6]([CH:10]1[CH2:11][C:12]([CH3:18])([CH3:17])[CH2:13][CH2:14][CH:15]1[O:16][CH:1]([CH3:2])[O:3][CH2:4][CH3:5])([O:8][CH3:9])=[O:7]. The yield is 0.980. (2) The reactants are [CH2:1]([N:7]([CH3:38])[C:8]([C@@H:10]1[CH2:14][C@H:13]([O:15][C:16]2[C:25]3[C:20](=[C:21]([CH3:28])[C:22]([O:26][CH3:27])=[CH:23][CH:24]=3)[N:19]=[C:18]([C:29]3[S:30][CH:31]=[C:32]([C:34]([F:37])([F:36])[F:35])[N:33]=3)[CH:17]=2)[CH2:12][NH:11]1)=[O:9])[CH2:2][CH2:3][CH2:4][CH:5]=[CH2:6].[C:39](N1C=CN=C1)([N:41]1[CH:45]=[CH:44][N:43]=[CH:42]1)=[O:40]. The catalyst is ClCCl. The product is [CH2:1]([N:7]([CH3:38])[C:8]([C@@H:10]1[CH2:14][C@H:13]([O:15][C:16]2[C:25]3[C:20](=[C:21]([CH3:28])[C:22]([O:26][CH3:27])=[CH:23][CH:24]=3)[N:19]=[C:18]([C:29]3[S:30][CH:31]=[C:32]([C:34]([F:35])([F:36])[F:37])[N:33]=3)[CH:17]=2)[CH2:12][N:11]1[C:39]([N:41]1[CH:45]=[CH:44][N:43]=[CH:42]1)=[O:40])=[O:9])[CH2:2][CH2:3][CH2:4][CH:5]=[CH2:6]. The yield is 0.990. (3) The reactants are C([Si]([O:8][CH2:9][CH2:10][CH2:11][CH2:12][CH2:13][CH2:14][CH2:15][CH2:16][CH2:17][CH2:18][CH2:19][CH2:20][CH2:21][CH2:22][CH:23]=[CH2:24])(C)C)(C)(C)C.CCCC[N+](CCCC)(CCCC)CCCC.[F-]. The catalyst is C1COCC1. The product is [CH2:9]([OH:8])[CH2:10][CH2:11][CH2:12][CH2:13][CH2:14][CH2:15][CH2:16][CH2:17][CH2:18][CH2:19][CH2:20][CH2:21][CH2:22][CH:23]=[CH2:24]. The yield is 0.770. (4) The reactants are Cl[C:2]1[N:10]=[C:9]2[C:5]([N:6]=[C:7](C3C=CC=C4C=3C=CN4)[NH:8]2)=[C:4]([N:20]2[CH2:25][CH2:24][O:23][CH2:22][C@H:21]2C)[N:3]=1.[O:27]1[CH2:33][CH2:32][CH2:31][NH:30][CH2:29][CH2:28]1.[CH3:34]CN(C(C)C)C(C)C.O. The catalyst is C(O)CCC. The product is [CH3:34][C@@H:28]1[O:27][C@H:33]([CH3:32])[CH2:31][N:30]([C:2]2[N:10]=[C:9]3[C:5]([N:6]=[CH:7][NH:8]3)=[C:4]([N:20]3[CH2:21][CH2:22][O:23][CH2:24][CH2:25]3)[N:3]=2)[CH2:29]1. The yield is 0.590. (5) The catalyst is CO. The reactants are [O:1]=[C:2]1[N:7]([CH2:8][C:9]2[CH:14]=[CH:13][CH:12]=[CH:11][CH:10]=2)[CH2:6][C:5](=[O:15])[N:4]([CH2:16][C:17]2[CH:22]=[CH:21][CH:20]=[CH:19][CH:18]=2)[CH:3]1[C:23]1([OH:34])[CH2:26][N:25](C(OC(C)(C)C)=O)[CH2:24]1.Cl.O1CCOCC1. The yield is 0.610. The product is [OH:34][C:23]1([CH:3]2[N:4]([CH2:16][C:17]3[CH:22]=[CH:21][CH:20]=[CH:19][CH:18]=3)[C:5](=[O:15])[CH2:6][N:7]([CH2:8][C:9]3[CH:14]=[CH:13][CH:12]=[CH:11][CH:10]=3)[C:2]2=[O:1])[CH2:26][NH:25][CH2:24]1. (6) The reactants are Br[C:2]1[CH:3]=[CH:4][C:5]2[O:11][CH2:10][CH2:9][N:8]3[CH:12]=[C:13]([C:15]4[N:19]([C:20]5[CH:25]=[CH:24][CH:23]=[CH:22][C:21]=5[Cl:26])[N:18]=[CH:17][N:16]=4)[N:14]=[C:7]3[C:6]=2[CH:27]=1.[Cl:28][C:29]1[CH:34]=[CH:33][C:32](B(O)O)=[CH:31][CH:30]=1.C([O-])([O-])=O.[Cs+].[Cs+].O. The catalyst is O1CCOCC1.C1C=CC(P(C2C=CC=CC=2)[C-]2C=CC=C2)=CC=1.C1C=CC(P(C2C=CC=CC=2)[C-]2C=CC=C2)=CC=1.Cl[Pd]Cl.[Fe+2]. The product is [Cl:28][C:29]1[CH:34]=[CH:33][C:32]([C:2]2[CH:3]=[CH:4][C:5]3[O:11][CH2:10][CH2:9][N:8]4[CH:12]=[C:13]([C:15]5[N:19]([C:20]6[CH:25]=[CH:24][CH:23]=[CH:22][C:21]=6[Cl:26])[N:18]=[CH:17][N:16]=5)[N:14]=[C:7]4[C:6]=3[CH:27]=2)=[CH:31][CH:30]=1. The yield is 0.168. (7) The reactants are [CH2:1]([CH2:15][C:16]([NH:18][CH:19]([OH:23])[CH2:20][CH2:21]O)=[S:17])[CH2:2][CH2:3][CH2:4][CH2:5][CH2:6][CH2:7][CH2:8][CH2:9][CH2:10][CH2:11][CH2:12][CH2:13][CH3:14].CN([C:27]1[CH:32]=[CH:31][CH:30]=[CH:29]N=1)C.[CH2:33](CC(O)=S)[CH2:34][CH2:35][CH2:36][CH2:37][CH2:38][CH2:39][CH2:40][CH2:41][CH2:42][CH2:43][CH2:44][CH2:45][CH3:46]. The catalyst is ClCCl. The product is [CH2:1]([CH2:15][C:16]([NH:18][C:19]([O:23][C:16](=[S:17])[CH3:15])([CH2:46][CH2:45][CH2:44][CH2:43][CH2:42][CH2:41][CH2:40][CH2:39][CH2:38][CH2:37][CH2:36][CH2:35][CH2:34][CH3:33])[CH2:20][CH2:21][CH2:27][CH2:32][CH2:31][CH2:30][CH2:29][CH2:1][CH2:2][CH2:3][CH2:4][CH2:5][CH2:6][CH2:7][CH2:8][CH3:9])=[S:17])[CH2:2][CH2:3][CH2:4][CH2:5][CH2:6][CH2:7][CH2:8][CH2:9][CH2:10][CH2:11][CH2:12][CH2:13][CH3:14]. The yield is 0.660. (8) The reactants are [C:1]1([C:7](=O)[CH2:8][CH:9]([C:12]#[N:13])[C:10]#[N:11])[CH:6]=[CH:5][CH:4]=[CH:3][CH:2]=1.C(O)(=O)C.[CH3:19][S-:20].[Na+]. The catalyst is CO. The product is [CH3:19][S:20][C:10]1[NH:11][C:7]([C:1]2[CH:6]=[CH:5][CH:4]=[CH:3][CH:2]=2)=[CH:8][C:9]=1[C:12]#[N:13]. The yield is 0.900.